From a dataset of Forward reaction prediction with 1.9M reactions from USPTO patents (1976-2016). Predict the product of the given reaction. (1) Given the reactants [O:1]([C:8]1[CH:13]=[CH:12][CH:11]=[CH:10][C:9]=1[NH:14][S:15]([C:18]1[CH:26]=[CH:25][C:21]([C:22](O)=[O:23])=[CH:20][CH:19]=1)(=[O:17])=[O:16])[C:2]1[CH:7]=[CH:6][CH:5]=[CH:4][CH:3]=1.Cl.[CH3:28][O:29][C:30](=[O:35])[C@H:31]([CH2:33][OH:34])[NH2:32], predict the reaction product. The product is: [CH3:28][O:29][C:30](=[O:35])[C@@H:31]([NH:32][C:22](=[O:23])[C:21]1[CH:20]=[CH:19][C:18]([S:15](=[O:16])(=[O:17])[NH:14][C:9]2[CH:10]=[CH:11][CH:12]=[CH:13][C:8]=2[O:1][C:2]2[CH:7]=[CH:6][CH:5]=[CH:4][CH:3]=2)=[CH:26][CH:25]=1)[CH2:33][OH:34]. (2) Given the reactants [Br:1][CH:2]([CH3:15])[C:3]([C:5]1[S:9][C:8]2[CH:10]=[CH:11][CH:12]=[C:13]([F:14])[C:7]=2[CH:6]=1)=O.[NH:16]1[CH2:20][CH2:19][NH:18][C:17]1=[S:21].C(O)(=O)C, predict the reaction product. The product is: [BrH:1].[F:14][C:13]1[C:7]2[CH:6]=[C:5]([C:3]3[N:18]4[CH2:19][CH2:20][N:16]=[C:17]4[S:21][C:2]=3[CH3:15])[S:9][C:8]=2[CH:10]=[CH:11][CH:12]=1.